Task: Predict the reactants needed to synthesize the given product.. Dataset: Full USPTO retrosynthesis dataset with 1.9M reactions from patents (1976-2016) (1) Given the product [CH3:64][O:65][C:66]([NH:68][C@H:69]([C:73]1[CH:78]=[CH:77][CH:76]=[CH:75][CH:74]=1)[C:46]([N:42]1[CH2:43][CH2:44][CH2:45][C@H:41]1[C:39]1[NH:38][C:37]2[CH:53]=[C:33]([C:26]3[CH:25]=[C:24]4[C:23]([C:22]5[CH:21]=[CH:20][C:19]([C:16]6[NH:15][C:14]([C@@H:10]7[CH2:11][CH2:12][CH2:13][N:9]7[C:7](=[O:8])[C@@H:6]([NH:5][C:3](=[O:4])[O:2][CH3:1])[CH:54]([CH3:55])[CH3:59])=[N:18][CH:17]=6)=[CH:32][C:31]=5[CH2:30][CH2:29]4)=[CH:28][CH:27]=3)[CH:34]=[CH:35][C:36]=2[N:40]=1)=[O:47])=[O:67], predict the reactants needed to synthesize it. The reactants are: [CH3:1][O:2][C:3]([NH:5][C@@H:6]([CH:54](C)[CH3:55])[C:7]([N:9]1[CH2:13][CH2:12][CH2:11][C@H:10]1[C:14]1[NH:15][C:16]([C:19]2[CH:32]=[C:31]3[C:22]([C:23]4[CH:24]=[CH:25][C:26]([C:33]5[CH:34]=[CH:35][C:36]6[N:40]=[C:39]([C@@H:41]7[CH2:45][CH2:44][CH2:43][N:42]7[C:46](OC(C)(C)C)=[O:47])[NH:38][C:37]=6[CH:53]=5)=[CH:27][C:28]=4[CH2:29][CH2:30]3)=[CH:21][CH:20]=2)=[CH:17][N:18]=1)=[O:8])=[O:4].Cl.O1CCOC[CH2:59]1.[CH3:64][O:65][C:66]([NH:68][C@H:69]([C:73]1[CH:78]=[CH:77][CH:76]=[CH:75][CH:74]=1)C(O)=O)=[O:67].CCOC(C(C#N)=NOC(N1CCOCC1)=[N+](C)C)=O.F[P-](F)(F)(F)(F)F.C(N(C(C)C)CC)(C)C. (2) Given the product [Br:1][C:2]1[CH:3]=[C:4](/[CH:15]=[CH:16]/[C:17]([N:41]=[N+:42]=[N-:43])=[O:19])[N:5]([CH2:7][O:8][CH2:9][CH2:10][Si:11]([CH3:14])([CH3:13])[CH3:12])[CH:6]=1, predict the reactants needed to synthesize it. The reactants are: [Br:1][C:2]1[CH:3]=[C:4](/[CH:15]=[CH:16]/[C:17]([OH:19])=O)[N:5]([CH2:7][O:8][CH2:9][CH2:10][Si:11]([CH3:14])([CH3:13])[CH3:12])[CH:6]=1.C(N(CC)CC)C.C1(P([N:41]=[N+:42]=[N-:43])(C2C=CC=CC=2)=O)C=CC=CC=1.O. (3) Given the product [CH3:10][C:11]1[CH:12]=[C:13]([C:18]2[CH:27]=[CH:26][C:25]3[C:20](=[CH:21][CH:22]=[CH:23][C:24]=3[C:28]3[CH:33]=[CH:32][CH:31]=[CH:30][C:29]=3[C:34]([CH3:36])=[CH2:35])[N:19]=2)[CH:14]=[C:15]([CH3:17])[CH:16]=1, predict the reactants needed to synthesize it. The reactants are: B(F)(F)F.CCOCC.[CH3:10][C:11]1[CH:12]=[C:13]([C:18]2[CH:27]=[CH:26][C:25]3[C:20](=[CH:21][CH:22]=[CH:23][C:24]=3[C:28]3[CH:33]=[CH:32][CH:31]=[CH:30][C:29]=3[C:34](O)([CH3:36])[CH3:35])[N:19]=2)[CH:14]=[C:15]([CH3:17])[CH:16]=1.CO. (4) Given the product [Cl:1][C:2]1[C:15]2[C:6](=[CH:7][C:8]3[C:13]([CH:14]=2)=[C:12]([Cl:17])[CH:11]=[CH:10][CH:9]=3)[CH:5]=[CH:4][CH:3]=1, predict the reactants needed to synthesize it. The reactants are: [Cl:1][C:2]1[C:15]2[C:14](=O)[C:13]3[C:8](=[CH:9][CH:10]=[CH:11][C:12]=3[Cl:17])[C:7](=O)[C:6]=2[CH:5]=[CH:4][CH:3]=1.N. (5) Given the product [CH:26]([C:28]1[CH:33]=[C:32]([C:2]2[C:3]3[N:4]([N:23]=[CH:24][N:25]=3)[C:5]([C:16]3[CH:21]=[CH:20][C:19]([CH3:22])=[CH:18][CH:17]=3)=[C:6]([C:8]3[CH:9]=[CH:10][C:11]([C:12]#[N:13])=[CH:14][CH:15]=3)[CH:7]=2)[CH:31]=[CH:30][CH:29]=1)=[O:27], predict the reactants needed to synthesize it. The reactants are: Br[C:2]1[C:3]2[N:4]([N:23]=[CH:24][N:25]=2)[C:5]([C:16]2[CH:21]=[CH:20][C:19]([CH3:22])=[CH:18][CH:17]=2)=[C:6]([C:8]2[CH:15]=[CH:14][C:11]([C:12]#[N:13])=[CH:10][CH:9]=2)[CH:7]=1.[CH:26]([C:28]1[CH:29]=[C:30](B(O)O)[CH:31]=[CH:32][CH:33]=1)=[O:27].ClCCl.C(=O)([O-])[O-].[K+].[K+]. (6) Given the product [CH3:21][S:18]([O:10][CH2:9][C:6]1[S:7][CH:8]=[C:4]([Br:3])[N:5]=1)(=[O:20])=[O:19], predict the reactants needed to synthesize it. The reactants are: N#N.[Br:3][C:4]1[N:5]=[C:6]([CH2:9][OH:10])[S:7][CH:8]=1.CCN(CC)CC.[S:18](Cl)([CH3:21])(=[O:20])=[O:19].